From a dataset of P-glycoprotein inhibition data for predicting drug efflux from Broccatelli et al.. Regression/Classification. Given a drug SMILES string, predict its absorption, distribution, metabolism, or excretion properties. Task type varies by dataset: regression for continuous measurements (e.g., permeability, clearance, half-life) or binary classification for categorical outcomes (e.g., BBB penetration, CYP inhibition). Dataset: pgp_broccatelli. (1) The result is 1 (inhibitor). The molecule is CCCOc1c(OC)cc2oc(-c3ccccc3)cc(=O)c2c1O. (2) The compound is Nc1nc(=O)c2nc(CNc3ccc(C(=O)N[C@@H](CCC(=O)O)C(=O)O)cc3)cnc2[nH]1. The result is 0 (non-inhibitor). (3) The molecule is CCOC/C=C/c1ccc(-c2nc(-c3ccc(NC(C)C)cc3)c(-c3ccc(NC(C)C)cc3)[nH]2)cc1. The result is 1 (inhibitor). (4) The compound is CCCOc1ccccc1-c1nc2[nH][nH]nc-2c(=O)n1. The result is 0 (non-inhibitor). (5) The drug is COc1cccc(CCc2ccccc2OCCCCCN2CCc3ccccc3C2)c1. The result is 1 (inhibitor).